Dataset: Catalyst prediction with 721,799 reactions and 888 catalyst types from USPTO. Task: Predict which catalyst facilitates the given reaction. (1) Reactant: [CH:1]([C:3]1[C:4]([C:24]([F:27])([F:26])[F:25])=[N:5][N:6]([CH2:8][C:9]([NH:11][C:12]2[S:16][C:15]3[CH2:17][CH2:18][CH2:19][CH2:20][C:14]=3[C:13]=2[C:21]([NH2:23])=[O:22])=[O:10])[CH:7]=1)=[O:2].[CH3:28][Mg]Br.C(OCC)C. Product: [OH:2][CH:1]([C:3]1[C:4]([C:24]([F:27])([F:25])[F:26])=[N:5][N:6]([CH2:8][C:9]([NH:11][C:12]2[S:16][C:15]3[CH2:17][CH2:18][CH2:19][CH2:20][C:14]=3[C:13]=2[C:21]([NH2:23])=[O:22])=[O:10])[CH:7]=1)[CH3:28]. The catalyst class is: 1. (2) Reactant: Cl[C:2]1[CH:7]=[CH:6][C:5]([S:8]([NH:11][C:12](=[O:51])[C:13]2[CH:18]=[CH:17][C:16]([N:19]3[CH2:24][CH2:23][N:22]([CH2:25][C:26]4[CH2:31][CH2:30][C:29]([CH3:33])([CH3:32])[CH2:28][C:27]=4[C:34]4[CH:39]=[CH:38][C:37]([Cl:40])=[CH:36][CH:35]=4)[CH2:21][CH2:20]3)=[CH:15][C:14]=2[O:41][C:42]2[CH:43]=[C:44]3[CH:50]=[CH:49][NH:48][C:45]3=[N:46][CH:47]=2)(=[O:10])=[O:9])=[CH:4][C:3]=1[N+:52]([O-:54])=[O:53].[NH2:55][CH:56]1[CH2:61][CH2:60][N:59]([C:62]([O:64][C:65]([CH3:68])([CH3:67])[CH3:66])=[O:63])[CH2:58][CH2:57]1.CCN(C(C)C)C(C)C. Product: [NH:48]1[C:45]2=[N:46][CH:47]=[C:42]([O:41][C:14]3[CH:15]=[C:16]([N:19]4[CH2:20][CH2:21][N:22]([CH2:25][C:26]5[CH2:31][CH2:30][C:29]([CH3:32])([CH3:33])[CH2:28][C:27]=5[C:34]5[CH:35]=[CH:36][C:37]([Cl:40])=[CH:38][CH:39]=5)[CH2:23][CH2:24]4)[CH:17]=[CH:18][C:13]=3[C:12]([NH:11][S:8]([C:5]3[CH:6]=[CH:7][C:2]([NH:55][CH:56]4[CH2:57][CH2:58][N:59]([C:62]([O:64][C:65]([CH3:68])([CH3:67])[CH3:66])=[O:63])[CH2:60][CH2:61]4)=[C:3]([N+:52]([O-:54])=[O:53])[CH:4]=3)(=[O:10])=[O:9])=[O:51])[CH:43]=[C:44]2[CH:50]=[CH:49]1. The catalyst class is: 155. (3) Reactant: [C:1]([CH2:4][C:5]1[N:9]2[CH:10]=[C:11]([C:18]3[CH:22]=[CH:21][O:20][CH:19]=3)[CH:12]=[C:13]([C:14]([F:17])([F:16])[F:15])[C:8]2=[N:7][C:6]=1[C:23]([OH:25])=[O:24])([OH:3])=[O:2].S(Cl)(Cl)=O.[CH3:30]O. Product: [O:20]1[CH:21]=[CH:22][C:18]([C:11]2[CH:12]=[C:13]([C:14]([F:15])([F:16])[F:17])[C:8]3[N:9]([C:5]([CH2:4][C:1]([O:3][CH3:30])=[O:2])=[C:6]([C:23]([OH:25])=[O:24])[N:7]=3)[CH:10]=2)=[CH:19]1. The catalyst class is: 25. (4) Product: [C:39]([NH:43][C:44]([N:27]1[CH2:26][CH:25]=[C:24]([C:22]2[NH:21][C:17]3[N:18]=[CH:19][N:20]=[C:15]([NH:14][C:10]4[CH:9]=[C:8]5[C:13](=[CH:12][CH:11]=4)[N:5]([CH3:4])[N:6]=[CH:7]5)[C:16]=3[CH:23]=2)[CH2:29][CH2:28]1)=[O:45])([CH3:42])([CH3:41])[CH3:40]. Reactant: Cl.Cl.Cl.[CH3:4][N:5]1[C:13]2[C:8](=[CH:9][C:10]([NH:14][C:15]3[C:16]4[CH:23]=[C:22]([C:24]5[CH2:25][CH2:26][NH:27][CH2:28][CH:29]=5)[NH:21][C:17]=4[N:18]=[CH:19][N:20]=3)=[CH:11][CH:12]=2)[CH:7]=[N:6]1.C(N(CC)C(C)C)(C)C.[C:39]([N:43]=[C:44]=[O:45])([CH3:42])([CH3:41])[CH3:40]. The catalyst class is: 3. (5) Reactant: [NH2:1][CH:2]([CH3:28])[C:3]([NH:5][C:6]1[N:7]([C:24]([CH3:27])([CH3:26])[CH3:25])[N:8]=[C:9]([C:11]2([C:18]3[CH:23]=[CH:22][CH:21]=[CH:20][CH:19]=3)[CH2:16][CH2:15][N:14]([CH3:17])[CH2:13][CH2:12]2)[CH:10]=1)=[O:4].[F:29][C:30]1[CH:31]=[C:32]([CH:38]=[C:39]([F:41])[CH:40]=1)[C@H:33]([OH:37])[C:34](O)=[O:35].C1C=CC2N(O)N=NC=2C=1.CN1CCOCC1.CCN=C=NCCCN(C)C.Cl. Product: [C:24]([N:7]1[C:6]([NH:5][C:3](=[O:4])[CH:2]([NH:1][C:34](=[O:35])[CH:33]([C:32]2[CH:38]=[C:39]([F:41])[CH:40]=[C:30]([F:29])[CH:31]=2)[OH:37])[CH3:28])=[CH:10][C:9]([C:11]2([C:18]3[CH:19]=[CH:20][CH:21]=[CH:22][CH:23]=3)[CH2:12][CH2:13][N:14]([CH3:17])[CH2:15][CH2:16]2)=[N:8]1)([CH3:27])([CH3:26])[CH3:25]. The catalyst class is: 1. (6) Reactant: Br[C:2]1[CH:7]=[CH:6][C:5](/[CH:8]=[CH:9]/[C@@H:10]2[O:19][C@@H:13]3[O:14][C:15]([CH3:18])([CH3:17])[O:16][C@@H:12]3[C@@H:11]2[CH2:20][CH2:21][N:22]2[C:30](=[O:31])[C:29]3[C:24](=[CH:25][CH:26]=[CH:27][CH:28]=3)[C:23]2=[O:32])=[CH:4][CH:3]=1.[F:33][C:34]1[CH:35]=[C:36](B(O)O)[CH:37]=[CH:38][C:39]=1[CH3:40].C(=O)([O-])[O-].[K+].[K+]. Product: [F:33][C:34]1[CH:35]=[C:36]([C:2]2[CH:3]=[CH:4][C:5](/[CH:8]=[CH:9]/[C@@H:10]3[O:19][C@@H:13]4[O:14][C:15]([CH3:17])([CH3:18])[O:16][C@@H:12]4[C@@H:11]3[CH2:20][CH2:21][N:22]3[C:30](=[O:31])[C:29]4[C:24](=[CH:25][CH:26]=[CH:27][CH:28]=4)[C:23]3=[O:32])=[CH:6][CH:7]=2)[CH:37]=[CH:38][C:39]=1[CH3:40]. The catalyst class is: 73.